From a dataset of Reaction yield outcomes from USPTO patents with 853,638 reactions. Predict the reaction yield, written as a fraction of the theoretical maximum amount of product (1.0 means a 100% yield; for example, 0.34 means a 34% yield). (1) The reactants are [Br:1][C:2]1[CH:11]=[CH:10][C:9]2[CH2:8][CH2:7][CH2:6][CH2:5][C:4]=2[N+:3]=1[O-:12].OS(O)(=O)=O.[OH-].[Na+].[N+:20]([O-])([OH:22])=[O:21]. No catalyst specified. The product is [Br:1][C:2]1[CH:11]=[C:10]([N+:20]([O-:22])=[O:21])[C:9]2[CH2:8][CH2:7][CH2:6][CH2:5][C:4]=2[N+:3]=1[O-:12]. The yield is 0.830. (2) The reactants are [F:1][C:2]1[CH:3]=[C:4]([NH:10][C:11]2[C:16]([C:17]3[N:22]=[C:21]([CH3:23])[N:20]=[C:19]([N:24](CC4C=CC(OC)=CC=4)CC4C=CC(OC)=CC=4)[N:18]=3)=[CH:15][C:14]([CH2:43][N:44]3[CH2:49][CH2:48][N:47]([S:50]([CH3:53])(=[O:52])=[O:51])[CH2:46][C@@H:45]3[CH3:54])=[CH:13][N:12]=2)[CH:5]=[N:6][C:7]=1[O:8][CH3:9].FC(F)(F)S(O)(=O)=O. The catalyst is C(O)(C(F)(F)F)=O. The product is [F:1][C:2]1[CH:3]=[C:4]([NH:10][C:11]2[C:16]([C:17]3[N:22]=[C:21]([CH3:23])[N:20]=[C:19]([NH2:24])[N:18]=3)=[CH:15][C:14]([CH2:43][N:44]3[CH2:49][CH2:48][N:47]([S:50]([CH3:53])(=[O:52])=[O:51])[CH2:46][C@@H:45]3[CH3:54])=[CH:13][N:12]=2)[CH:5]=[N:6][C:7]=1[O:8][CH3:9]. The yield is 0.580. (3) The reactants are C1(S)C=CC=CC=1.[Sn](Cl)Cl.C(N(CC)CC)C.[N:18]([C:21]1([CH3:39])[CH2:27][CH2:26][CH2:25][CH2:24][N:23]2[C:28](=[O:38])[CH:29]=[C:30]([C:32]3[CH:37]=[CH:36][N:35]=[CH:34][N:33]=3)[N:31]=[C:22]12)=[N+]=[N-].[OH-].[Na+]. The catalyst is C(#N)C. The product is [NH2:18][C:21]1([CH3:39])[CH2:27][CH2:26][CH2:25][CH2:24][N:23]2[C:28](=[O:38])[CH:29]=[C:30]([C:32]3[CH:37]=[CH:36][N:35]=[CH:34][N:33]=3)[N:31]=[C:22]12. The yield is 0.580.